This data is from Reaction yield outcomes from USPTO patents with 853,638 reactions. The task is: Predict the reaction yield, written as a fraction of the theoretical maximum amount of product (1.0 means a 100% yield; for example, 0.34 means a 34% yield). (1) The reactants are [CH3:1][O:2][C:3]1[CH:8]=[CH:7][CH:6]=[CH:5][C:4]=1[N:9]1[CH2:14][CH2:13][N:12]([CH2:15][C@H:16]([NH2:24])[CH2:17][C:18]2[CH:23]=[CH:22][CH:21]=[CH:20][N:19]=2)[CH2:11][CH2:10]1.C(N(CC)CC)C.[CH:32]1([C:38](Cl)=[O:39])[CH2:37][CH2:36][CH2:35][CH2:34][CH2:33]1. The catalyst is ClCCl. The product is [CH3:1][O:2][C:3]1[CH:8]=[CH:7][CH:6]=[CH:5][C:4]=1[N:9]1[CH2:14][CH2:13][N:12]([CH2:15][C@H:16]([NH:24][C:38]([CH:32]2[CH2:37][CH2:36][CH2:35][CH2:34][CH2:33]2)=[O:39])[CH2:17][C:18]2[CH:23]=[CH:22][CH:21]=[CH:20][N:19]=2)[CH2:11][CH2:10]1. The yield is 0.720. (2) The reactants are C[O:2][C:3]1[CH:8]=[CH:7][CH:6]=[CH:5][C:4]=1[N:9]1[CH2:14][CH2:13][O:12][CH2:11][CH2:10]1.B(Br)(Br)Br. The catalyst is C(Cl)Cl. The product is [O:12]1[CH2:11][CH2:10][N:9]([C:4]2[CH:5]=[CH:6][CH:7]=[CH:8][C:3]=2[OH:2])[CH2:14][CH2:13]1. The yield is 0.800.